Dataset: Forward reaction prediction with 1.9M reactions from USPTO patents (1976-2016). Task: Predict the product of the given reaction. (1) Given the reactants [CH3:1][O:2][C:3]1[CH:4]=[C:5]2[CH2:14][CH:13]([CH2:15][CH:16]3[CH2:21][CH2:20][N:19]([CH2:22][C:23]4[CH:24]=[CH:25][CH:26]=[CH:27][CH:28]=4)[CH2:18][CH2:17]3)[C:11](=[O:12])[C:6]2=[CH:7][C:8]=1[O:9][CH3:10].Cl.O.C(=O)(O)[O-].[Na+], predict the reaction product. The product is: [CH3:1][O:2][C:3]1[CH:4]=[C:5]2[CH2:14][CH:13]([CH2:15][CH:16]3[CH2:17][CH2:18][N:19]([CH2:22][C:23]4[CH:28]=[CH:27][CH:26]=[CH:25][CH:24]=4)[CH2:20][CH2:21]3)[C:11](=[O:12])[C:6]2=[CH:7][C:8]=1[O:9][CH3:10]. (2) Given the reactants Cl.[Cl:2][CH2:3][CH2:4][C:5]1[C:10](=[O:11])[N:9]2[CH:12]=[CH:13][CH:14]=[C:15]([OH:16])[C:8]2=[N:7][C:6]=1[CH3:17].CO.C([O-])(=O)C.[K+], predict the reaction product. The product is: [Cl:2][CH2:3][CH2:4][C:5]1[C:10](=[O:11])[N:9]2[CH2:12][CH2:13][CH2:14][CH:15]([OH:16])[C:8]2=[N:7][C:6]=1[CH3:17]. (3) Given the reactants F[C:2]1[CH:11]=[CH:10][C:5]([C:6]([O:8][CH3:9])=[O:7])=[C:4]([CH3:12])[CH:3]=1.[CH3:13][C@@H:14]1[O:19][C@H:18]([CH3:20])[CH2:17][NH:16][CH2:15]1.C(=O)([O-])[O-].[K+].[K+], predict the reaction product. The product is: [CH3:12][C:4]1[CH:3]=[C:2]([N:16]2[CH2:15][C@@H:14]([CH3:13])[O:19][C@@H:18]([CH3:20])[CH2:17]2)[CH:11]=[CH:10][C:5]=1[C:6]([O:8][CH3:9])=[O:7]. (4) Given the reactants [CH3:1][C:2]([CH3:8])([CH3:7])[CH2:3][C:4](Cl)=[O:5].[Br:9][C:10]1[CH:15]=[CH:14][C:13](N)=[C:12]([CH3:17])[CH:11]=1.O.C(#[N:21])C, predict the reaction product. The product is: [Br:9][C:10]1[CH:15]=[CH:14][C:13]([CH:3]([C:2]([CH3:8])([CH3:7])[CH3:1])[C:4]([NH2:21])=[O:5])=[C:12]([CH3:17])[CH:11]=1. (5) The product is: [F:1][C:2]1[CH:7]=[C:6]([C:8]([OH:11])([CH3:9])[CH3:10])[CH:5]=[C:4]([F:12])[C:3]=1[C:13]1[S:17][C:16]([NH:18][C:19]2[CH:24]=[CH:23][CH:22]=[C:21]([CH:25]([OH:28])[CH2:26][F:27])[N:20]=2)=[C:15]([C:29]([NH2:31])=[O:30])[CH:14]=1. Given the reactants [F:1][C:2]1[CH:7]=[C:6]([C:8]([OH:11])([CH3:10])[CH3:9])[CH:5]=[C:4]([F:12])[C:3]=1[C:13]1[S:17][C:16]([NH:18][C:19]2[CH:24]=[CH:23][CH:22]=[C:21]([C:25](=[O:28])[CH2:26][F:27])[N:20]=2)=[C:15]([C:29]([NH2:31])=[O:30])[CH:14]=1.[BH4-].[Na+], predict the reaction product. (6) Given the reactants [CH3:1][O:2][C:3]1[CH:8]=[CH:7][C:6]([CH2:9][C:10]([OH:12])=O)=[C:5]([C:13]([F:16])([F:15])[F:14])[CH:4]=1.[NH2:17][C:18]1[CH:27]=[CH:26][C:21]([C:22]([O:24]C)=[O:23])=[CH:20][N:19]=1.CN(C(ON1N=NC2C=CC=NC1=2)=[N+](C)C)C.F[P-](F)(F)(F)(F)F.[Li+].[OH-], predict the reaction product. The product is: [CH3:1][O:2][C:3]1[CH:8]=[CH:7][C:6]([CH2:9][C:10]([NH:17][C:18]2[CH:27]=[CH:26][C:21]([C:22]([OH:24])=[O:23])=[CH:20][N:19]=2)=[O:12])=[C:5]([C:13]([F:16])([F:15])[F:14])[CH:4]=1.